From a dataset of Reaction yield outcomes from USPTO patents with 853,638 reactions. Predict the reaction yield, written as a fraction of the theoretical maximum amount of product (1.0 means a 100% yield; for example, 0.34 means a 34% yield). (1) The reactants are [Br:1][C:2]1[CH:10]=[C:9]2[C:5]([CH2:6][C:7]3([CH2:16][CH2:15][CH:14]([OH:17])[CH2:13][CH2:12]3)[C:8]2=[O:11])=[CH:4][CH:3]=1.[CH3:18][C:19]1C(N)=NC2(C3C(=CC=C(N)C=3)OCC2)N=1.C(I)C.CC([O-])(C)C.[K+]. The catalyst is CC1OCCC1.[Cl-].[Na+].O.O. The product is [Br:1][C:2]1[CH:10]=[C:9]2[C:5]([CH2:6][C:7]3([CH2:16][CH2:15][CH:14]([O:17][CH2:18][CH3:19])[CH2:13][CH2:12]3)[C:8]2=[O:11])=[CH:4][CH:3]=1. The yield is 0.360. (2) The reactants are C1(C(C2C=CC=CC=2)=[N:8][NH:9][C:10]2[CH:11]=[CH:12][C:13](=[O:16])[NH:14][CH:15]=2)C=CC=CC=1.[CH3:23][C:24]([CH3:31])([CH3:30])[C:25](=O)[CH2:26][C:27]#[N:28].Cl. No catalyst specified. The product is [NH2:28][C:27]1[N:9]([C:10]2[CH:11]=[CH:12][C:13](=[O:16])[NH:14][CH:15]=2)[N:8]=[C:25]([C:24]([CH3:31])([CH3:30])[CH3:23])[CH:26]=1. The yield is 0.0600. (3) The reactants are [O:1]([S:9]([C:12]([F:15])([F:14])[F:13])(=[O:11])=[O:10])S(C(F)(F)F)(=O)=O.[Cl:16][C:17]1[CH:22]=[CH:21][C:20]([C:23]2[O:24][C:25]3[CH:35]=[C:34]([N:36]([C:41]4[CH:46]=[CH:45][C:44](O)=[C:43]([F:48])[CH:42]=4)[S:37]([CH3:40])(=[O:39])=[O:38])[C:33]([CH:49]4[CH2:51][CH2:50]4)=[CH:32][C:26]=3[C:27]=2[C:28]([NH:30][CH3:31])=[O:29])=[CH:19][CH:18]=1.N1C=CC=CC=1.O. The catalyst is C(Cl)Cl. The product is [F:15][C:12]([F:13])([F:14])[S:9]([O:1][C:44]1[CH:45]=[CH:46][C:41]([N:36]([C:34]2[C:33]([CH:49]3[CH2:51][CH2:50]3)=[CH:32][C:26]3[C:27]([C:28](=[O:29])[NH:30][CH3:31])=[C:23]([C:20]4[CH:19]=[CH:18][C:17]([Cl:16])=[CH:22][CH:21]=4)[O:24][C:25]=3[CH:35]=2)[S:37]([CH3:40])(=[O:38])=[O:39])=[CH:42][C:43]=1[F:48])(=[O:10])=[O:11]. The yield is 0.830. (4) The reactants are [CH2:1]([O:3][C:4](=[O:19])[CH2:5][N:6]1[CH2:12][C:11]2[CH:13]=[C:14](Br)[CH:15]=[N:16][C:10]=2[NH:9][C:8](=[O:18])[CH2:7]1)[CH3:2].[C:20]([O:24][C:25]([CH3:28])([CH3:27])[CH3:26])(=[O:23])[CH:21]=[CH2:22].C(N(C(C)C)C(C)C)C.CC1C=CC=CC=1P(C1C=CC=CC=1C)C1C=CC=CC=1C. The catalyst is C(#N)CC.CN(C=O)C.CC([O-])=O.CC([O-])=O.[Pd+2]. The product is [C:25]([O:24][C:20](=[O:23])/[CH:21]=[CH:22]/[C:14]1[CH:15]=[N:16][C:10]2[NH:9][C:8](=[O:18])[CH2:7][N:6]([CH2:5][C:4]([O:3][CH2:1][CH3:2])=[O:19])[CH2:12][C:11]=2[CH:13]=1)([CH3:28])([CH3:27])[CH3:26]. The yield is 0.390. (5) The reactants are [Br:1][C:2]1[CH:3]=[C:4]([NH2:9])[C:5]([CH3:8])=[N:6][CH:7]=1.N1C=CC=CC=1.[C:16](OC(=O)C)(=[O:18])[CH3:17].O. The catalyst is ClCCl. The product is [Br:1][C:2]1[CH:3]=[C:4]([NH:9][C:16](=[O:18])[CH3:17])[C:5]([CH3:8])=[N:6][CH:7]=1. The yield is 0.800. (6) The reactants are Cl[C:2]1[CH:7]=[CH:6][N:5]=[C:4]([N:8]2[C:20](=[O:21])[C:19]3[S:18][C:17]4[CH2:16][CH2:15][CH2:14][CH2:13][C:12]=4[C:11]=3[CH:10]=[N:9]2)[C:3]=1[CH:22]=[O:23].[CH3:24][N:25]1[CH:30]=[C:29](B2OC(C)(C)C(C)(C)O2)[CH:28]=[C:27]([NH:40][C:41]2[CH:46]=[CH:45][C:44]([N:47]3[CH2:52][CH2:51][N:50]([CH:53]4[CH2:56][O:55][CH2:54]4)[CH2:49][CH2:48]3)=[CH:43][N:42]=2)[C:26]1=[O:57].C1COCC1. The catalyst is C1C=CC(P(C2C=CC=CC=2)[C-]2C=CC=C2)=CC=1.C1C=CC(P(C2C=CC=CC=2)[C-]2C=CC=C2)=CC=1.Cl[Pd]Cl.[Fe+2].O. The product is [CH3:24][N:25]1[C:26](=[O:57])[C:27]([NH:40][C:41]2[CH:46]=[CH:45][C:44]([N:47]3[CH2:52][CH2:51][N:50]([CH:53]4[CH2:54][O:55][CH2:56]4)[CH2:49][CH2:48]3)=[CH:43][N:42]=2)=[CH:28][C:29]([C:2]2[CH:7]=[CH:6][N:5]=[C:4]([N:8]3[C:20](=[O:21])[C:19]4[S:18][C:17]5[CH2:16][CH2:15][CH2:14][CH2:13][C:12]=5[C:11]=4[CH:10]=[N:9]3)[C:3]=2[CH:22]=[O:23])=[CH:30]1. The yield is 0.530.